From a dataset of Reaction yield outcomes from USPTO patents with 853,638 reactions. Predict the reaction yield, written as a fraction of the theoretical maximum amount of product (1.0 means a 100% yield; for example, 0.34 means a 34% yield). (1) The reactants are Cl[C:2]1[N:10]=[C:9]2[C:5]([N:6]=[C:7]([CH2:12][CH2:13][N:14]([CH3:23])[C:15]3([CH3:22])[CH2:19][CH2:18][S:17](=[O:21])(=[O:20])[CH2:16]3)[N:8]2[CH3:11])=[C:4]([N:24]2[CH2:29][CH2:28][O:27][CH2:26][CH2:25]2)[N:3]=1.[CH2:30]([C:32]1[NH:33][C:34]2[CH:40]=[CH:39][CH:38]=[CH:37][C:35]=2[N:36]=1)[CH3:31].CC(C1C=C(C(C)C)C(C2C=CC=CC=2P(C2CCCCC2)C2CCCCC2)=C(C(C)C)C=1)C.C([O-])([O-])=O.[Cs+].[Cs+]. The catalyst is O1CCOCC1.C1C=CC(/C=C/C(/C=C/C2C=CC=CC=2)=O)=CC=1.C1C=CC(/C=C/C(/C=C/C2C=CC=CC=2)=O)=CC=1.C1C=CC(/C=C/C(/C=C/C2C=CC=CC=2)=O)=CC=1.[Pd].[Pd]. The product is [CH2:30]([C:32]1[N:33]([C:2]2[N:10]=[C:9]3[C:5]([N:6]=[C:7]([CH2:12][CH2:13][N:14]([CH3:23])[C:15]4([CH3:22])[CH2:19][CH2:18][S:17](=[O:20])(=[O:21])[CH2:16]4)[N:8]3[CH3:11])=[C:4]([N:24]3[CH2:29][CH2:28][O:27][CH2:26][CH2:25]3)[N:3]=2)[C:34]2[CH:40]=[CH:39][CH:38]=[CH:37][C:35]=2[N:36]=1)[CH3:31]. The yield is 0.550. (2) The reactants are [O:1]1[C:5]2[CH:6]=[CH:7][C:8]([C:10]3([C:13]([OH:15])=O)[CH2:12][CH2:11]3)=[CH:9][C:4]=2[O:3][CH2:2]1.CN(C(ON1N=NC2C=CC=CC1=2)=[N+](C)C)C.F[P-](F)(F)(F)(F)F.CCN(CC)CC.[NH2:47][C:48]1[CH:49]=[C:50]2[C:54](=[CH:55][CH:56]=1)[NH:53][C:52]([CH:57]([CH3:60])[CH2:58][OH:59])=[CH:51]2. The catalyst is C(#N)C. The product is [O:1]1[C:5]2[CH:6]=[CH:7][C:8]([C:10]3([C:13]([NH:47][C:48]4[CH:49]=[C:50]5[C:54](=[CH:55][CH:56]=4)[NH:53][C:52]([CH:57]([CH3:60])[CH2:58][OH:59])=[CH:51]5)=[O:15])[CH2:11][CH2:12]3)=[CH:9][C:4]=2[O:3][CH2:2]1. The yield is 0.510. (3) The reactants are [OH:1][C:2]1[C:11]2[C:6](=[CH:7][CH:8]=[CH:9][CH:10]=2)[C:5](=[O:12])[NH:4][C:3]=1[C:13]1[CH:18]=[CH:17][CH:16]=[CH:15][CH:14]=1.C(=O)([O-])[O-].[K+].[K+].Br[CH2:26][CH2:27][Cl:28]. The catalyst is CO. The product is [Cl:28][CH2:27][CH2:26][O:1][C:2]1[C:11]2[C:6](=[CH:7][CH:8]=[CH:9][CH:10]=2)[C:5](=[O:12])[NH:4][C:3]=1[C:13]1[CH:14]=[CH:15][CH:16]=[CH:17][CH:18]=1. The yield is 0.440.